From a dataset of Catalyst prediction with 721,799 reactions and 888 catalyst types from USPTO. Predict which catalyst facilitates the given reaction. (1) Reactant: [O:1]=[C:2]([CH2:8][C:9](=[O:16])[C:10]1[CH:15]=[CH:14][CH:13]=[CH:12][CH:11]=1)[C:3]([O:5][CH2:6][CH3:7])=[O:4].CC[O-].[Na+].Cl/[C:22](=[N:28]\O)/[C:23]([O:25][CH2:26][CH3:27])=[O:24]. Product: [CH2:6]([O:5][C:3](=[O:4])[C:2]([C:8]1[C:22]([C:23]([O:25][CH2:26][CH3:27])=[O:24])=[N:28][O:16][C:9]=1[C:10]1[CH:11]=[CH:12][CH:13]=[CH:14][CH:15]=1)=[O:1])[CH3:7]. The catalyst class is: 88. (2) Reactant: [OH:1][C:2]1[CH:3]=[N:4][CH:5]=[C:6]([CH:19]=1)[C:7]([NH:9][C@H:10]([C:16]([OH:18])=[O:17])[CH2:11][CH2:12][C:13]([OH:15])=[O:14])=[O:8].[O-2].[Ca+2:21]. Product: [OH:1][C:2]1[CH:3]=[N:4][CH:5]=[C:6]([CH:19]=1)[C:7]([NH:9][C@H:10]([C:16]([O-:18])=[O:17])[CH2:11][CH2:12][C:13]([O-:15])=[O:14])=[O:8].[Ca+2:21]. The catalyst class is: 6. (3) Reactant: [Cl:1][C:2]1[C:10]([O:11][CH3:12])=[C:9]([CH2:13][C:14]2[CH:19]=[CH:18][C:17]([N:20]3[CH:24]=[CH:23][CH:22]=[N:21]3)=[CH:16][CH:15]=2)[CH:8]=[C:7]2[C:3]=1[CH:4](O)[N:5]([C@@H:26]1[CH2:31][CH2:30][CH2:29][CH2:28][C@H:27]1[OH:32])[C:6]2=[O:25].FC(F)(F)C(O)=O.C([SiH](CC)CC)C.C(=O)(O)[O-].[Na+]. Product: [Cl:1][C:2]1[C:10]([O:11][CH3:12])=[C:9]([CH2:13][C:14]2[CH:19]=[CH:18][C:17]([N:20]3[CH:24]=[CH:23][CH:22]=[N:21]3)=[CH:16][CH:15]=2)[CH:8]=[C:7]2[C:3]=1[CH2:4][N:5]([C@@H:26]1[CH2:31][CH2:30][CH2:29][CH2:28][C@H:27]1[OH:32])[C:6]2=[O:25]. The catalyst class is: 4. (4) Reactant: [CH2:1]1[C:6]2([CH2:11][CH2:10][N:9]([C:12]3[CH:21]=[C:20]4[C:15]([CH:16]=[CH:17][C:18]([C:22](O)=[O:23])=[N:19]4)=[CH:14][CH:13]=3)[CH2:8][CH2:7]2)[CH2:5][CH2:4][O:3][CH2:2]1.[NH2:25][C:26]1[CH:27]=[N:28][CH:29]=[CH:30][C:31]=1[N:32]1[CH2:37][C@H:36]([CH3:38])[CH2:35][C@H:34]([NH:39]C(=O)OC(C)(C)C)[CH2:33]1.CN(C(ON1N=NC2C=CC=NC1=2)=[N+](C)C)C.F[P-](F)(F)(F)(F)F.CCN(C(C)C)C(C)C. Product: [NH2:39][C@H:34]1[CH2:35][C@@H:36]([CH3:38])[CH2:37][N:32]([C:31]2[CH:30]=[CH:29][N:28]=[CH:27][C:26]=2[NH:25][C:22]([C:18]2[CH:17]=[CH:16][C:15]3[C:20](=[CH:21][C:12]([N:9]4[CH2:10][CH2:11][C:6]5([CH2:1][CH2:2][O:3][CH2:4][CH2:5]5)[CH2:7][CH2:8]4)=[CH:13][CH:14]=3)[N:19]=2)=[O:23])[CH2:33]1. The catalyst class is: 329.